This data is from Reaction yield outcomes from USPTO patents with 853,638 reactions. The task is: Predict the reaction yield, written as a fraction of the theoretical maximum amount of product (1.0 means a 100% yield; for example, 0.34 means a 34% yield). (1) The reactants are [CH3:1][O:2][C:3]([C:5]1([CH2:10][CH2:11][CH:12]=C)[CH2:9][CH2:8][CH2:7][CH2:6]1)=[O:4].I([O-])(=O)(=O)=[O:15].[Na+]. The product is [CH3:1][O:2][C:3]([C:5]1([CH2:10][CH2:11][CH:12]=[O:15])[CH2:9][CH2:8][CH2:7][CH2:6]1)=[O:4]. The catalyst is C(O)(C)C.O.[Os](=O)(=O)(=O)=O. The yield is 0.570. (2) The reactants are [OH:1][CH2:2][CH2:3][C@@H:4]1[NH:18][C:17](=[O:19])[N:16]([CH3:20])[CH2:15][CH2:14][CH2:13][CH2:12][CH:11]=[CH:10][C@H:9]2[C@@:7]([C:21]([O:23][CH2:24][CH3:25])=[O:22])([CH2:8]2)[NH:6][C:5]1=[O:26].[CH:27]([C:30]1[N:31]=[C:32]([C:35]2[CH:44]=[C:43](O)[C:42]3[C:37](=[C:38]([F:48])[C:39]([O:46][CH3:47])=[CH:40][CH:41]=3)[N:36]=2)[S:33][CH:34]=1)([CH3:29])[CH3:28].C(C1N=C(C2C=C(OCC[C@@H]3NC(=O)N(C)CCCCC=C[C@H]4[C@@](C(OCC)=O)(C4)NC3=O)C3C(=C(C)C(OC)=CC=3)N=2)SC=1)(C)C. No catalyst specified. The product is [CH:27]([C:30]1[N:31]=[C:32]([C:35]2[CH:44]=[C:43]([O:1][CH2:2][CH2:3][C@@H:4]3[NH:18][C:17](=[O:19])[N:16]([CH3:20])[CH2:15][CH2:14][CH2:13][CH2:12][CH:11]=[CH:10][C@H:9]4[C@@:7]([C:21]([O:23][CH2:24][CH3:25])=[O:22])([CH2:8]4)[NH:6][C:5]3=[O:26])[C:42]3[C:37](=[C:38]([F:48])[C:39]([O:46][CH3:47])=[CH:40][CH:41]=3)[N:36]=2)[S:33][CH:34]=1)([CH3:29])[CH3:28]. The yield is 0.290. (3) The reactants are [CH2:1]([OH:4])[CH2:2][OH:3].[H-].[Na+].Br[CH2:8][C:9]1[CH:18]=[CH:17][C:16]2[C:11](=[CH:12][CH:13]=[CH:14][CH:15]=2)[CH:10]=1.O. The catalyst is C1COCC1.[N+](CCCC)(CCCC)(CCCC)CCCC.[I-].CCOC(C)=O. The product is [CH:10]1[C:11]2[C:16](=[CH:15][CH:14]=[CH:13][CH:12]=2)[CH:17]=[CH:18][C:9]=1[CH2:8][O:3][CH2:2][CH2:1][OH:4]. The yield is 0.330. (4) The reactants are NC1CCC(C=C)C=1C(OCC)=O.C([O-])=O.[NH4+].C(N)=O.[CH:21]([CH:23]1[C:31]2[C:30](=O)[NH:29][CH:28]=[N:27][C:26]=2[CH2:25][CH2:24]1)=[CH2:22].O=P(Cl)(Cl)Cl.[OH-].[K+].[N:40]1([C:46]([O:48][C:49]([CH3:52])([CH3:51])[CH3:50])=[O:47])[CH2:45][CH2:44][NH:43][CH2:42][CH2:41]1. The catalyst is O.CC(O)C.C(Cl)Cl.C(#N)C. The product is [CH:21]([CH:23]1[C:31]2[C:30]([N:43]3[CH2:42][CH2:41][N:40]([C:46]([O:48][C:49]([CH3:52])([CH3:51])[CH3:50])=[O:47])[CH2:45][CH2:44]3)=[N:29][CH:28]=[N:27][C:26]=2[CH2:25][CH2:24]1)=[CH2:22]. The yield is 0.200. (5) The reactants are I[C:2]1[C:10]2[S:9][C:8]([NH:11][C:12]([C:14]3[S:15][C:16]([CH3:19])=[CH:17][CH:18]=3)=[O:13])=[N:7][C:6]=2[C:5]([O:20][CH3:21])=[CH:4][CH:3]=1.[Cl:22][C:23]1[CH:28]=[CH:27][CH:26]=[CH:25][C:24]=1B(O)O. No catalyst specified. The product is [Cl:22][C:23]1[CH:28]=[CH:27][CH:26]=[CH:25][C:24]=1[C:2]1[C:10]2[S:9][C:8]([NH:11][C:12]([C:14]3[S:15][C:16]([CH3:19])=[CH:17][CH:18]=3)=[O:13])=[N:7][C:6]=2[C:5]([O:20][CH3:21])=[CH:4][CH:3]=1. The yield is 0.800.